Predict the product of the given reaction. From a dataset of Forward reaction prediction with 1.9M reactions from USPTO patents (1976-2016). (1) The product is: [CH:1]1([C:5]2[O:9][C:8]([NH:10][C:11]3[CH:16]=[CH:15][C:14]([C:17]4[CH:22]=[CH:21][C:20]([C:23]56[CH2:28][CH2:27][C:26]([CH2:31][CH:32]=[O:33])([CH2:29][CH2:30]5)[CH2:25][O:24]6)=[CH:19][CH:18]=4)=[N:13][CH:12]=3)=[N:7][N:6]=2)[CH2:4][CH2:3][CH2:2]1. Given the reactants [CH:1]1([C:5]2[O:9][C:8]([NH:10][C:11]3[CH:12]=[N:13][C:14]([C:17]4[CH:22]=[CH:21][C:20]([C:23]56[CH2:30][CH2:29][C:26]([CH:31]=[CH:32][O:33]C)([CH2:27][CH2:28]5)[CH2:25][O:24]6)=[CH:19][CH:18]=4)=[CH:15][CH:16]=3)=[N:7][N:6]=2)[CH2:4][CH2:3][CH2:2]1.Cl, predict the reaction product. (2) Given the reactants CC1C=CC(S(O[CH2:12][CH:13]2[CH2:17][C:16]3[CH:18]=[C:19]([CH3:29])[CH:20]=[C:21]([C:22]4[CH:27]=[CH:26][CH:25]=[CH:24][C:23]=4[Cl:28])[C:15]=3[O:14]2)(=O)=O)=CC=1.[CH3:30][NH2:31], predict the reaction product. The product is: [Cl:28][C:23]1[CH:24]=[CH:25][CH:26]=[CH:27][C:22]=1[C:21]1[C:15]2[O:14][CH:13]([CH2:12][NH:31][CH3:30])[CH2:17][C:16]=2[CH:18]=[C:19]([CH3:29])[CH:20]=1. (3) Given the reactants [O:1]=[C:2]1[CH2:6][CH2:5][CH2:4][N:3]1[C:7]1[CH:17]=[CH:16][CH:15]=[CH:14][C:8]=1[C:9]([O:11]CC)=[O:10].[OH-].[Na+].Cl, predict the reaction product. The product is: [O:1]=[C:2]1[CH2:6][CH2:5][CH2:4][N:3]1[C:7]1[CH:17]=[CH:16][CH:15]=[CH:14][C:8]=1[C:9]([OH:11])=[O:10]. (4) Given the reactants [CH2:1]([N:3]([CH2:12][CH3:13])[C:4]1[CH:9]=[CH:8][C:7]([N:10]=O)=[CH:6][CH:5]=1)[CH3:2].[C:14]1([N:20]2[C:24]([NH2:25])=[CH:23][C:22]([C:26]3[CH:31]=[CH:30][CH:29]=[CH:28][CH:27]=3)=[N:21]2)[CH:19]=[CH:18][CH:17]=[CH:16][CH:15]=1, predict the reaction product. The product is: [CH2:1]([N:3]([CH2:12][CH3:13])[C:4]1[CH:9]=[C:8]2[C:7]([N:10]=[C:23]3[C:22]([C:26]4[CH:31]=[CH:30][CH:29]=[CH:28][CH:27]=4)=[N:21][N:20]([C:14]4[CH:15]=[CH:16][CH:17]=[CH:18][CH:19]=4)[C:24]3=[N:25]2)=[CH:6][CH:5]=1)[CH3:2]. (5) Given the reactants [H-].[Al+3].[Li+].[H-].[H-].[H-].[Cl-].[Al+3].[Cl-].[Cl-].[O:11]1[C:15]2[CH:16]=[CH:17][C:18]([CH:20](O)[C:21]3SC(C#N)=[CH:23][CH:22]=3)=[CH:19][C:14]=2[CH:13]=[CH:12]1.[NH3:29].[S:30]([O-])([O-])(=O)=O.[Mg+2].O1[CH2:40][CH2:39]CC1, predict the reaction product. The product is: [CH:12]1[O:11][CH:15]=[CH:16][C:17]2[C:13]=1[CH:14]=[CH:19][C:18]=2[CH2:20][C:21]1[CH:22]=[CH:23][S:30][C:39]=1[CH2:40][NH2:29].